From a dataset of Reaction yield outcomes from USPTO patents with 853,638 reactions. Predict the reaction yield, written as a fraction of the theoretical maximum amount of product (1.0 means a 100% yield; for example, 0.34 means a 34% yield). (1) The yield is 0.220. The product is [Cl:1][C:2]1[CH:7]=[C:6]([C:8](=[O:10])[CH2:35][C:33]2[CH:32]=[CH:31][N:30]=[C:29]([Cl:28])[N:34]=2)[CH:5]=[CH:4][N:3]=1. The catalyst is C(Cl)Cl.CO.C1COCC1. The reactants are [Cl:1][C:2]1[CH:7]=[C:6]([C:8]([OH:10])=O)[CH:5]=[CH:4][N:3]=1.C[Si](C=[N+]=[N-])(C)C.[Li+].C[Si]([N-][Si](C)(C)C)(C)C.[Cl:28][C:29]1[N:34]=[C:33]([CH3:35])[CH:32]=[CH:31][N:30]=1. (2) The reactants are [NH2:1][C@H:2]([CH2:6][CH:7]=[CH2:8])[C:3]([OH:5])=[O:4].[CH3:9]O.Cl. No catalyst specified. The product is [NH2:1][C@H:2]([CH2:6][CH:7]=[CH2:8])[C:3]([O:5][CH3:9])=[O:4]. The yield is 0.980. (3) The reactants are C[O:2][C:3]1[CH:8]=[CH:7][C:6]([C:9]2[CH:14]=[CH:13][CH:12]=[C:11]([C:15]3[CH:20]=[CH:19][CH:18]=[C:17]([O:21]C)[CH:16]=3)[CH:10]=2)=[CH:5][CH:4]=1. The catalyst is CCCCCC.C(OCC)(=O)C. The product is [C:6]1([C:9]2[CH:14]=[CH:13][CH:12]=[C:11]([C:15]3[CH:20]=[CH:19][CH:18]=[C:17]([OH:21])[CH:16]=3)[CH:10]=2)[CH:5]=[CH:4][C:3]([OH:2])=[CH:8][CH:7]=1. The yield is 0.970. (4) The reactants are [Br:1][C:2]1[C:3]([C:11]([OH:13])=[O:12])=[N:4][C:5]([CH2:8][O:9][CH3:10])=[N:6][CH:7]=1.[C:14]([O-])([O-])=O.[Cs+].[Cs+].CI. The catalyst is CC(C)=O. The product is [CH3:14][O:12][C:11]([C:3]1[C:2]([Br:1])=[CH:7][N:6]=[C:5]([CH2:8][O:9][CH3:10])[N:4]=1)=[O:13]. The yield is 0.270.